Dataset: Forward reaction prediction with 1.9M reactions from USPTO patents (1976-2016). Task: Predict the product of the given reaction. (1) Given the reactants [CH3:1][O:2][C:3]([C:5]1[CH:17]=[CH:16][C:8]2[NH:9][C:10]([C:12](Cl)(Cl)Cl)=[N:11][C:7]=2[CH:6]=1)=[O:4].Cl.Cl.[CH:20]([N:23]1[CH2:28][CH2:27][CH:26]([NH2:29])[CH2:25][CH2:24]1)([CH3:22])[CH3:21].C([O-])(O)=[O:31].[Na+], predict the reaction product. The product is: [CH3:1][O:2][C:3]([C:5]1[CH:17]=[CH:16][C:8]2[NH:9][C:10]([C:12](=[O:31])[NH:29][CH:26]3[CH2:27][CH2:28][N:23]([CH:20]([CH3:22])[CH3:21])[CH2:24][CH2:25]3)=[N:11][C:7]=2[CH:6]=1)=[O:4]. (2) Given the reactants [NH2:1][C@@H:2]1[CH2:7][CH2:6][C@H:5]([C:8]([OH:10])=[O:9])[CH2:4][CH2:3]1.[OH-].[Na+].[C:13](O[C:13]([O:15][C:16]([CH3:19])([CH3:18])[CH3:17])=[O:14])([O:15][C:16]([CH3:19])([CH3:18])[CH3:17])=[O:14], predict the reaction product. The product is: [C:16]([O:15][C:13]([NH:1][C@@H:2]1[CH2:7][CH2:6][C@H:5]([C:8]([OH:10])=[O:9])[CH2:4][CH2:3]1)=[O:14])([CH3:19])([CH3:18])[CH3:17]. (3) Given the reactants [CH:1]1([N:4]([CH3:18])[CH2:5][C:6]2[CH:11]=[CH:10][CH:9]=[C:8]([C:12]#[C:13][Si](C)(C)C)[CH:7]=2)[CH2:3][CH2:2]1.C(=O)([O-])[O-].[K+].[K+], predict the reaction product. The product is: [CH:1]1([N:4]([CH2:5][C:6]2[CH:11]=[CH:10][CH:9]=[C:8]([C:12]#[CH:13])[CH:7]=2)[CH3:18])[CH2:3][CH2:2]1. (4) Given the reactants [CH2:1]([O:3][C:4]([C:6]1[N:7]([CH2:20][CH2:21][CH2:22][O:23][CH3:24])[C:8]([CH:11]=[CH:12][C:13]2[CH:18]=[CH:17][CH:16]=[CH:15][C:14]=2[Cl:19])=[CH:9][CH:10]=1)=[O:5])[CH3:2].[C:25]1(=[O:31])[NH:29][C:28](=[O:30])[CH:27]=[CH:26]1, predict the reaction product. The product is: [CH2:1]([O:3][C:4]([C:6]1[N:7]([CH2:20][CH2:21][CH2:22][O:23][CH3:24])[C:8]2[CH2:11][CH:12]([C:13]3[CH:18]=[CH:17][CH:16]=[CH:15][C:14]=3[Cl:19])[CH:27]3[CH:26]([C:9]=2[CH:10]=1)[C:25](=[O:31])[NH:29][C:28]3=[O:30])=[O:5])[CH3:2]. (5) Given the reactants CC([N:5]([CH:9]1[CH2:14][CH2:13][N:12]([CH2:15][C:16]2([OH:31])[C:20]3=[C:21]([F:30])[CH:22]=[N:23][C:24]4[CH:25]=[C:26]([Cl:29])[C:27](=[O:28])[N:18]([C:19]=43)[CH2:17]2)[CH2:11][CH2:10]1)C(=O)[O-])(C)C.Cl, predict the reaction product. The product is: [Cl:29][C:26]1[C:27](=[O:28])[N:18]2[CH2:17][C:16]([CH2:15][N:12]3[CH2:11][CH2:10][CH:9]([NH2:5])[CH2:14][CH2:13]3)([OH:31])[C:20]3=[C:21]([F:30])[CH:22]=[N:23][C:24]([CH:25]=1)=[C:19]23.